Dataset: Full USPTO retrosynthesis dataset with 1.9M reactions from patents (1976-2016). Task: Predict the reactants needed to synthesize the given product. (1) Given the product [N:6]([C:5]1[CH:7]=[CH:8][C:9]([N:10]2[CH:14]=[N:13][C:12]([CH3:15])=[N:11]2)=[C:3]([O:2][CH3:1])[CH:4]=1)=[C:16]=[S:17], predict the reactants needed to synthesize it. The reactants are: [CH3:1][O:2][C:3]1[CH:4]=[C:5]([CH:7]=[CH:8][C:9]=1[N:10]1[CH:14]=[N:13][C:12]([CH3:15])=[N:11]1)[NH2:6].[C:16](N1C=CC=CC1=O)(N1C=CC=CC1=O)=[S:17]. (2) Given the product [C:19]([O:23][C:24](=[O:30])[NH:25][CH2:26][CH2:27][CH2:28][N:6]1[C:7]2[CH:8]=[CH:9][CH:10]=[CH:11][C:1]=2[C:2](=[O:3])[O:4][C:5]1=[O:12])([CH3:22])([CH3:21])[CH3:20], predict the reactants needed to synthesize it. The reactants are: [C:1]12[C:7](=[CH:8][CH:9]=[CH:10][CH:11]=1)[NH:6][C:5](=[O:12])[O:4][C:2]2=[O:3].C([O-])([O-])=O.[K+].[K+].[C:19]([O:23][C:24](=[O:30])[NH:25][CH2:26][CH2:27][CH2:28]Br)([CH3:22])([CH3:21])[CH3:20].O. (3) Given the product [ClH:54].[NH2:39][CH2:40][C:41]([NH:43][C@@H:44]([CH2:50][CH2:51][S:52][CH3:53])[CH2:45][S:46]([OH:49])(=[O:47])=[O:48])=[O:42], predict the reactants needed to synthesize it. The reactants are: C(OC(NCC(ON1C(=O)CCC1=O)=O)=O)(C)(C)C.N[C@@H](CCSC)CS([O-])(=O)=O.[Na+].C(OC([NH:39][CH2:40][C:41]([NH:43][C@@H:44]([CH2:50][CH2:51][S:52][CH3:53])[CH2:45][S:46]([OH:49])(=[O:48])=[O:47])=[O:42])=O)(C)(C)C.[ClH:54]. (4) Given the product [Cl:23][C:5]1[CH:4]=[CH:3][C:2]([C:29]2[CH:30]=[CH:31][C:26]([C:25]([F:36])([F:35])[F:24])=[CH:27][CH:28]=2)=[CH:22][C:6]=1[C:7]([NH:9][C@@H:10]([CH2:14][C:15]1[CH:20]=[CH:19][C:18]([C:29]2[CH:30]=[CH:31][C:26]([C:25]([F:36])([F:35])[F:24])=[CH:27][CH:28]=2)=[CH:17][CH:16]=1)[C:11]([OH:13])=[O:12])=[O:8], predict the reactants needed to synthesize it. The reactants are: Br[C:2]1[CH:3]=[CH:4][C:5]([Cl:23])=[C:6]([CH:22]=1)[C:7]([NH:9][C@@H:10]([CH2:14][C:15]1[CH:20]=[CH:19][C:18](Br)=[CH:17][CH:16]=1)[C:11]([OH:13])=[O:12])=[O:8].[F:24][C:25]([F:36])([F:35])[C:26]1[CH:31]=[CH:30][C:29](B(O)O)=[CH:28][CH:27]=1. (5) Given the product [CH3:1][C:2]1[N:7]=[C:6]([C:8]2[NH:12][C:11]([CH2:13][C:14]3[CH:15]=[C:16]([CH:20]=[CH:21][CH:22]=3)[C:17]([OH:33])=[O:18])=[N:10][C:9]=2[C:23]2[CH:24]=[C:25]3[C:30](=[CH:31][CH:32]=2)[N:29]=[CH:28][CH:27]=[CH:26]3)[CH:5]=[CH:4][CH:3]=1, predict the reactants needed to synthesize it. The reactants are: [CH3:1][C:2]1[N:7]=[C:6]([C:8]2[NH:12][C:11]([CH2:13][C:14]3[CH:15]=[C:16]([CH:20]=[CH:21][CH:22]=3)[C:17](N)=[O:18])=[N:10][C:9]=2[C:23]2[CH:24]=[C:25]3[C:30](=[CH:31][CH:32]=2)[N:29]=[CH:28][CH:27]=[CH:26]3)[CH:5]=[CH:4][CH:3]=1.[OH-:33].[Na+]. (6) Given the product [F:1][C:2]1[CH:9]=[CH:8][C:5]([CH:6]([NH:11][C:10](=[O:17])[O:12][C:13]([CH3:16])([CH3:15])[CH3:14])[S:24]([C:21]2[CH:22]=[CH:23][C:18]([CH3:28])=[CH:19][CH:20]=2)(=[O:26])=[O:25])=[CH:4][CH:3]=1, predict the reactants needed to synthesize it. The reactants are: [F:1][C:2]1[CH:9]=[CH:8][C:5]([CH:6]=O)=[CH:4][CH:3]=1.[C:10](=[O:17])([O:12][C:13]([CH3:16])([CH3:15])[CH3:14])[NH2:11].[C:18]1([CH3:28])[CH:23]=[CH:22][C:21]([S:24]([O-])(=[O:26])=[O:25])=[CH:20][CH:19]=1.[Na+].Cl[Si](C)(C)C. (7) Given the product [CH:42]([C:45]1[N:46]=[C:47]([NH:50][C:24]([C:22]2[CH:21]=[CH:20][N:17]3[C:18](=[O:19])[C:13]([C:10]4[N:11]=[N:12][N:8]([CH2:7][C:6]5[CH:5]=[CH:4][C:3]([O:2][CH3:1])=[CH:28][CH:27]=5)[N:9]=4)=[CH:14][N:15]=[C:16]3[CH:23]=2)=[O:25])[S:48][CH:49]=1)([CH3:44])[CH3:43], predict the reactants needed to synthesize it. The reactants are: [CH3:1][O:2][C:3]1[CH:28]=[CH:27][C:6]([CH2:7][N:8]2[N:12]=[N:11][C:10]([C:13]3[C:18](=[O:19])[N:17]4[CH:20]=[CH:21][C:22]([C:24](O)=[O:25])=[CH:23][C:16]4=[N:15][CH:14]=3)=[N:9]2)=[CH:5][CH:4]=1.C1N=CN(C(N2C=NC=C2)=O)C=1.Br.[CH:42]([C:45]1[N:46]=[C:47]([NH2:50])[S:48][CH:49]=1)([CH3:44])[CH3:43].Cl.